Dataset: Experimentally validated miRNA-target interactions with 360,000+ pairs, plus equal number of negative samples. Task: Binary Classification. Given a miRNA mature sequence and a target amino acid sequence, predict their likelihood of interaction. (1) The miRNA is hsa-miR-5189-5p with sequence UCUGGGCACAGGCGGAUGGACAGG. The protein sequence of the target gene is MDKYDDLGLEASKFIEDLNMYEASKDGLFRVDKGAGNNPEFEETRRVFATKMAKIHLQQQQQQLLQEETLPRGSRGPVNGGGRLGPQARWEVVGSKLTVDGAAKPPLAASTGAPGAVTTLAAGQPPYPPQEQRSRPYLHGTRHGSQDCGSRESLATSEMSAFHQPGPCEDPSCLTHGDYYDNLSLASPKWGDKPGVSPSIGLSVGSGWPSSPGSDPPLPKPCGDHPLNHRQLSLSSSRSSEGSLGGQNSGIGGRSSEKPTGLWSTASSQRVSPGLPSPNLENGAPAVGPVQPRTPSVSAP.... Result: 1 (interaction). (2) The miRNA is hsa-miR-3692-3p with sequence GUUCCACACUGACACUGCAGAAGU. The protein sequence of the target gene is MNQENPPPYPGPGPTAPYPPYPPQPMGPGPMGGPYPPPQGYPYQGYPQYGWQGGPQEPPKTTVYVVEDQRRDELGPSTCLTACWTALCCCCLWDMLT. Result: 0 (no interaction). (3) Result: 1 (interaction). The miRNA is hsa-miR-182-5p with sequence UUUGGCAAUGGUAGAACUCACACU. The protein sequence of the target gene is MTTEGGPPPAPLRRACSPVPGALQAALMSPPPAAAAAAAAAPETTSSSSSSSSASCASSSSSSNSASAPSAACKSAGGGGAGAGSGGAKKASSGLRRPEKPPYSYIALIVMAIQSSPSKRLTLSEIYQFLQARFPFFRGAYQGWKNSVRHNLSLNECFIKLPKGLGRPGKGHYWTIDPASEFMFEEGSFRRRPRGFRRKCQALKPMYHRVVSGLGFGASLLPQGFDFQAPPSAPLGCHSQGGYGGLDMMPAGYDAGAGAPSHAHPHHHHHHHVPHMSPNPGSTYMASCPVPAGPGGVGAA.... (4) The miRNA is rno-miR-142-5p with sequence CAUAAAGUAGAAAGCACUACU. The protein sequence of the target gene is MVFSNSDDGLINKKLPKELLLRIFSFLDIVTLCRCAQISKAWNILALDGSNWQRVDLFNFQTDVEGRVVENISKRCGGFLRKLSLRGCIGVGDSSLKTFAQNCRNIEHLNLNGCTKITDSTCYSLSRFCSKLKHLDLTSCVSVTNSSLKGISEGCRNLEYLNLSWCDQITKEGIEALVRGCRGLKALLLRGCTQLEDEALKHIQNHCHELVSLNLQSCSRITDDGVVQICRGCHRLQALCLSGCSNLTDASLTALGLNCPRLQVLEAARCSHLTDAGFTLLARNCHELEKMDLEECVLIT.... Result: 0 (no interaction).